The task is: Predict the reaction yield, written as a fraction of the theoretical maximum amount of product (1.0 means a 100% yield; for example, 0.34 means a 34% yield).. This data is from Reaction yield outcomes from USPTO patents with 853,638 reactions. (1) The reactants are C(OC(=O)[NH:6][C:7]1[CH:12]=[CH:11][C:10]([F:13])=[C:9]([C:14]2[N:15]=[C:16]([C:26]([CH3:29])([CH3:28])[CH3:27])[S:17][C:18]=2[C:19]2[CH:24]=[CH:23][N:22]=[C:21]([Cl:25])[N:20]=2)[CH:8]=1)C=C.CC(O)=O.C([SnH](CCCC)CCCC)CCC. The catalyst is C(Cl)Cl.Cl[Pd](Cl)([P](C1C=CC=CC=1)(C1C=CC=CC=1)C1C=CC=CC=1)[P](C1C=CC=CC=1)(C1C=CC=CC=1)C1C=CC=CC=1. The product is [Cl:25][C:21]1[N:20]=[C:19]([C:18]2[S:17][C:16]([C:26]([CH3:29])([CH3:28])[CH3:27])=[N:15][C:14]=2[C:9]2[CH:8]=[C:7]([CH:12]=[CH:11][C:10]=2[F:13])[NH2:6])[CH:24]=[CH:23][N:22]=1. The yield is 0.853. (2) The reactants are [NH2:1][C:2]1[C:7]([Cl:8])=[CH:6][C:5]([Br:9])=[CH:4][C:3]=1[OH:10].C1N=CN([C:16](N2C=NC=C2)=[O:17])C=1. The catalyst is C1COCC1.CCOC(C)=O. The product is [Br:9][C:5]1[CH:6]=[C:7]([Cl:8])[C:2]2[NH:1][C:16](=[O:17])[O:10][C:3]=2[CH:4]=1. The yield is 0.970. (3) The reactants are [CH:1]([N:4]1[CH2:9][CH2:8][N:7]([C:10]2[S:11][C:12]3[CH:18]=[C:17]([C:19](O)=[O:20])[CH:16]=[CH:15][C:13]=3[N:14]=2)[CH2:6][CH2:5]1)([CH3:3])[CH3:2].C1C=CC2N(O)N=NC=2C=1.CCN=C=NCCCN(C)C.C(N(CC)CC)C.[NH:50]1[CH2:55][CH2:54][O:53][CH2:52][CH2:51]1. The catalyst is C1COCC1. The product is [CH:1]([N:4]1[CH2:5][CH2:6][N:7]([C:10]2[S:11][C:12]3[CH:18]=[C:17]([C:19]([N:50]4[CH2:55][CH2:54][O:53][CH2:52][CH2:51]4)=[O:20])[CH:16]=[CH:15][C:13]=3[N:14]=2)[CH2:8][CH2:9]1)([CH3:2])[CH3:3]. The yield is 0.280. (4) The catalyst is CO.[Pd]. The reactants are C([O:8][C:9]1[CH:18]=[CH:17][C:16]2[C:11](=[N:12][C:13]([O:19][CH2:20][CH2:21][CH2:22][N:23]3[CH2:28][CH2:27][N:26]([C:29]4[CH:34]=[CH:33][CH:32]=[C:31]([Cl:35])[C:30]=4[Cl:36])[CH2:25][CH2:24]3)=[CH:14][CH:15]=2)[N:10]=1)C1C=CC=CC=1. The product is [Cl:36][C:30]1[C:31]([Cl:35])=[CH:32][CH:33]=[CH:34][C:29]=1[N:26]1[CH2:25][CH2:24][N:23]([CH2:22][CH2:21][CH2:20][O:19][C:13]2[N:12]=[C:11]3[C:16]([CH:17]=[CH:18][C:9](=[O:8])[NH:10]3)=[CH:15][CH:14]=2)[CH2:28][CH2:27]1. The yield is 0.600. (5) The reactants are [Cl:1][C:2]1[CH:3]=[C:4]2[C:8](=[CH:9][CH:10]=1)[N:7](C(OC(C)(C)C)=O)[C:6]([S:18]([CH2:21][CH2:22][C:23]([N:25]1[CH2:30][CH2:29][CH:28]([C:31]3[NH:35][C:34]([CH3:36])=[N:33][C:32]=3[CH3:37])[CH2:27][CH2:26]1)=[O:24])(=[O:20])=[O:19])=[CH:5]2.C(N(CC)CC)C. The catalyst is Cl. The product is [Cl:1][C:2]1[CH:3]=[C:4]2[C:8](=[CH:9][CH:10]=1)[NH:7][C:6]([S:18]([CH2:21][CH2:22][C:23]([N:25]1[CH2:26][CH2:27][CH:28]([C:31]3[NH:35][C:34]([CH3:36])=[N:33][C:32]=3[CH3:37])[CH2:29][CH2:30]1)=[O:24])(=[O:20])=[O:19])=[CH:5]2. The yield is 0.420. (6) The reactants are Cl.[Cl:2][CH2:3][CH2:4][CH2:5][C:6]([C:8]1[CH:13]=[CH:12][C:11]([C:14]([CH3:19])([CH3:18])[C:15]([OH:17])=[O:16])=[CH:10][CH:9]=1)=[O:7].[CH2:20](O)[CH3:21]. No catalyst specified. The product is [Cl:2][CH2:3][CH2:4][CH2:5][C:6]([C:8]1[CH:13]=[CH:12][C:11]([C:14]([CH3:19])([CH3:18])[C:15]([O:17][CH2:20][CH3:21])=[O:16])=[CH:10][CH:9]=1)=[O:7]. The yield is 0.970. (7) The reactants are [CH3:1][O:2][C:3](=[O:15])[C:4]1[C:5](=[C:10](I)[CH:11]=[CH:12][CH:13]=1)[C:6]([O:8][CH3:9])=[O:7].[CH3:16][O:17][C:18]1[CH:23]=[C:22]([O:24][CH2:25][CH2:26][N:27]2[CH2:31][CH2:30][CH2:29][CH2:28]2)[CH:21]=[CH:20][C:19]=1[NH2:32].C1C=CC(P(C2C(C3C(P(C4C=CC=CC=4)C4C=CC=CC=4)=CC=C4C=3C=CC=C4)=C3C(C=CC=C3)=CC=2)C2C=CC=CC=2)=CC=1.C(=O)([O-])[O-].[Cs+].[Cs+]. The catalyst is C1(C)C=CC=CC=1.C(Cl)Cl.C1C=CC(/C=C/C(/C=C/C2C=CC=CC=2)=O)=CC=1.C1C=CC(/C=C/C(/C=C/C2C=CC=CC=2)=O)=CC=1.C1C=CC(/C=C/C(/C=C/C2C=CC=CC=2)=O)=CC=1.[Pd].[Pd]. The product is [CH3:1][O:2][C:3](=[O:15])[C:4]1[C:5](=[C:10]([NH:32][C:19]2[CH:20]=[CH:21][C:22]([O:24][CH2:25][CH2:26][N:27]3[CH2:31][CH2:30][CH2:29][CH2:28]3)=[CH:23][C:18]=2[O:17][CH3:16])[CH:11]=[CH:12][CH:13]=1)[C:6]([O:8][CH3:9])=[O:7]. The yield is 0.690.